Regression. Given two drug SMILES strings and cell line genomic features, predict the synergy score measuring deviation from expected non-interaction effect. From a dataset of NCI-60 drug combinations with 297,098 pairs across 59 cell lines. (1) Drug 1: C1C(C(OC1N2C=NC3=C(N=C(N=C32)Cl)N)CO)O. Drug 2: CC(C)NC(=O)C1=CC=C(C=C1)CNNC.Cl. Cell line: KM12. Synergy scores: CSS=28.9, Synergy_ZIP=-1.58, Synergy_Bliss=-3.86, Synergy_Loewe=-47.4, Synergy_HSA=-5.43. (2) Drug 1: CNC(=O)C1=CC=CC=C1SC2=CC3=C(C=C2)C(=NN3)C=CC4=CC=CC=N4. Drug 2: C1=CC(=CC=C1CCCC(=O)O)N(CCCl)CCCl. Cell line: HS 578T. Synergy scores: CSS=15.6, Synergy_ZIP=-2.72, Synergy_Bliss=3.41, Synergy_Loewe=1.69, Synergy_HSA=1.88. (3) Drug 1: C1CC(=O)NC(=O)C1N2CC3=C(C2=O)C=CC=C3N. Drug 2: CCC1(C2=C(COC1=O)C(=O)N3CC4=CC5=C(C=CC(=C5CN(C)C)O)N=C4C3=C2)O.Cl. Cell line: 786-0. Synergy scores: CSS=10.7, Synergy_ZIP=-5.91, Synergy_Bliss=-7.43, Synergy_Loewe=-24.5, Synergy_HSA=-5.20. (4) Drug 1: CC12CCC3C(C1CCC2=O)CC(=C)C4=CC(=O)C=CC34C. Drug 2: C1=C(C(=O)NC(=O)N1)N(CCCl)CCCl. Cell line: OVCAR-8. Synergy scores: CSS=44.3, Synergy_ZIP=3.02, Synergy_Bliss=4.13, Synergy_Loewe=-2.28, Synergy_HSA=5.73. (5) Drug 1: CC12CCC3C(C1CCC2=O)CC(=C)C4=CC(=O)C=CC34C. Drug 2: COC1=C2C(=CC3=C1OC=C3)C=CC(=O)O2. Cell line: HCT116. Synergy scores: CSS=30.5, Synergy_ZIP=-0.100, Synergy_Bliss=-4.56, Synergy_Loewe=-7.62, Synergy_HSA=-4.32. (6) Cell line: A549. Drug 1: C1=CC(=C2C(=C1NCCNCCO)C(=O)C3=C(C=CC(=C3C2=O)O)O)NCCNCCO. Drug 2: CC1C(C(CC(O1)OC2CC(CC3=C2C(=C4C(=C3O)C(=O)C5=C(C4=O)C(=CC=C5)OC)O)(C(=O)CO)O)N)O.Cl. Synergy scores: CSS=54.3, Synergy_ZIP=-5.64, Synergy_Bliss=-8.34, Synergy_Loewe=-3.30, Synergy_HSA=-0.492. (7) Drug 1: CCC1(CC2CC(C3=C(CCN(C2)C1)C4=CC=CC=C4N3)(C5=C(C=C6C(=C5)C78CCN9C7C(C=CC9)(C(C(C8N6C=O)(C(=O)OC)O)OC(=O)C)CC)OC)C(=O)OC)O.OS(=O)(=O)O. Drug 2: CC1=C(C=C(C=C1)C(=O)NC2=CC(=CC(=C2)C(F)(F)F)N3C=C(N=C3)C)NC4=NC=CC(=N4)C5=CN=CC=C5. Cell line: BT-549. Synergy scores: CSS=5.05, Synergy_ZIP=2.75, Synergy_Bliss=0.602, Synergy_Loewe=-24.9, Synergy_HSA=-2.79. (8) Drug 1: CC1=C(C=C(C=C1)NC(=O)C2=CC=C(C=C2)CN3CCN(CC3)C)NC4=NC=CC(=N4)C5=CN=CC=C5. Drug 2: CC(C)NC(=O)C1=CC=C(C=C1)CNNC.Cl. Cell line: SF-268. Synergy scores: CSS=-1.73, Synergy_ZIP=0.648, Synergy_Bliss=-0.946, Synergy_Loewe=-1.22, Synergy_HSA=-1.55.